Dataset: Reaction yield outcomes from USPTO patents with 853,638 reactions. Task: Predict the reaction yield, written as a fraction of the theoretical maximum amount of product (1.0 means a 100% yield; for example, 0.34 means a 34% yield). (1) The reactants are [CH3:1][O:2][CH2:3][CH2:4][O:5][CH2:6][CH2:7][O:8][CH2:9][CH2:10][O:11][C:12]1[CH:17]=[C:16]([N+]([O-])=O)[C:15]([N+:21]([O-])=O)=[CH:14][C:13]=1[O:24][CH2:25][CH2:26][O:27][CH2:28][CH2:29][O:30][CH2:31][CH2:32][O:33][CH3:34].O.[NH2:36]N.C(Cl)Cl.CO. The catalyst is C(O)C.[Pd]. The product is [NH2:21][C:15]1[CH:16]=[CH:17][C:12]([O:11][CH2:10][CH2:9][O:8][CH2:7][CH2:6][O:5][CH2:4][CH2:3][O:2][CH3:1])=[C:13]([O:24][CH2:25][CH2:26][O:27][CH2:28][CH2:29][O:30][CH2:31][CH2:32][O:33][CH3:34])[C:14]=1[NH2:36]. The yield is 0.890. (2) The reactants are CC1(C)[O:6][CH:5]([CH2:7][O:8][NH:9][C:10]([C:12]2[C:20]([NH:21][C:22]3[CH:27]=[CH:26][C:25]([I:28])=[CH:24][C:23]=3[F:29])=[C:19]([F:30])[C:15]3[N:16]=[CH:17][S:18][C:14]=3[CH:13]=2)=[O:11])[CH2:4][O:3]1.FC(F)(F)C(O)=O.C(=O)(O)[O-].[Na+]. The catalyst is C(Cl)Cl. The product is [OH:6][CH:5]([CH2:4][OH:3])[CH2:7][O:8][NH:9][C:10]([C:12]1[C:20]([NH:21][C:22]2[CH:27]=[CH:26][C:25]([I:28])=[CH:24][C:23]=2[F:29])=[C:19]([F:30])[C:15]2[N:16]=[CH:17][S:18][C:14]=2[CH:13]=1)=[O:11]. The yield is 0.454. (3) The reactants are BrCCBr.Cl[Si](C)(C)C.I[CH:11]1[CH2:14][N:13]([C:15]([O:17][C:18]([CH3:21])([CH3:20])[CH3:19])=[O:16])[CH2:12]1.[C:22]([C:25]1[CH:32]=[C:31]([Cl:33])[C:28]([C:29]#[N:30])=[C:27](I)[C:26]=1[O:35][CH3:36])(=[O:24])[CH3:23].[Cl-].[NH4+]. The catalyst is CN(C)C(=O)C.[Zn].C1C=CC(/C=C/C(/C=C/C2C=CC=CC=2)=O)=CC=1.C1C=CC(/C=C/C(/C=C/C2C=CC=CC=2)=O)=CC=1.C1C=CC(/C=C/C(/C=C/C2C=CC=CC=2)=O)=CC=1.[Pd].[Pd].O1C=CC=C1P(C1OC=CC=1)C1OC=CC=1. The product is [C:22]([C:25]1[C:26]([O:35][CH3:36])=[C:27]([CH:11]2[CH2:14][N:13]([C:15]([O:17][C:18]([CH3:21])([CH3:20])[CH3:19])=[O:16])[CH2:12]2)[C:28]([C:29]#[N:30])=[C:31]([Cl:33])[CH:32]=1)(=[O:24])[CH3:23]. The yield is 0.850. (4) The reactants are [CH:1]([CH:4]1[NH:9][CH2:8][CH2:7][N:6]2[C:10]3[CH:16]=[C:15]([S:17]([CH3:20])(=[O:19])=[O:18])[CH:14]=[CH:13][C:11]=3[N:12]=[C:5]12)([CH3:3])[CH3:2].Cl[C:22]1[N:27]=[C:26]([C:28]([F:31])([F:30])[F:29])[C:25]([C:32](=[O:34])[CH3:33])=[CH:24][N:23]=1.CCN(C(C)C)C(C)C. The catalyst is CS(C)=O.O. The product is [CH:1]([CH:4]1[N:9]([C:22]2[N:27]=[C:26]([C:28]([F:29])([F:30])[F:31])[C:25]([C:32](=[O:34])[CH3:33])=[CH:24][N:23]=2)[CH2:8][CH2:7][N:6]2[C:10]3[CH:16]=[C:15]([S:17]([CH3:20])(=[O:18])=[O:19])[CH:14]=[CH:13][C:11]=3[N:12]=[C:5]12)([CH3:3])[CH3:2]. The yield is 0.200. (5) The reactants are [NH2:1][C:2]1[CH:3]=[C:4]([CH:7]=[C:8]([Br:10])[CH:9]=1)[C:5]#[N:6].[CH3:11][S:12](Cl)(=[O:14])=[O:13]. The catalyst is C(Cl)Cl.N1C=CC=CC=1. The product is [Br:10][C:8]1[CH:9]=[C:2]([NH:1][S:12]([CH3:11])(=[O:14])=[O:13])[CH:3]=[C:4]([C:5]#[N:6])[CH:7]=1. The yield is 0.880.